Dataset: HIV replication inhibition screening data with 41,000+ compounds from the AIDS Antiviral Screen. Task: Binary Classification. Given a drug SMILES string, predict its activity (active/inactive) in a high-throughput screening assay against a specified biological target. (1) The compound is c1coc(-c2cc(-c3cc(-c4ccco4)on3)no2)c1. The result is 0 (inactive). (2) The compound is Cc1ccc2nnc(NS(=O)(=O)c3cc(C)c(Cl)cc3S)n2n1. The result is 0 (inactive). (3) The drug is N#CSC(C(Cl)=C(Cl)Cl)=C(Cl)[N+](=O)[O-]. The result is 0 (inactive). (4) The drug is OC1CC2CCC(C1)S2. The result is 0 (inactive). (5) The molecule is COc1ccc(C(=O)C(c2ccc(OC)cc2)C2(O)C(=O)Nc3c(Cl)cc(Cl)cc32)cc1. The result is 0 (inactive). (6) The drug is Cc1cc(C2(c3ccc(O)c(C)c3)OS(=O)(=O)c3ccccc32)ccc1O. The result is 0 (inactive). (7) The molecule is CCC1=C2C(=O)c3ccccc3C2=C(C)S(=O)(=O)O1. The result is 1 (active). (8) The compound is NC(Cc1ccccc1)C(=O)N1CCCC1P(=O)(Oc1ccccc1)Oc1ccccc1. The result is 0 (inactive). (9) The molecule is Cc1cc(NS(=O)(=O)c2ccc(NC(=O)c3ccc(Cl)c4c(Nc5ccc(S(=O)(=O)NC(=N)N)cc5)c5ccccc5nc34)cc2)no1. The result is 0 (inactive).